This data is from Experimentally validated miRNA-target interactions with 360,000+ pairs, plus equal number of negative samples. The task is: Binary Classification. Given a miRNA mature sequence and a target amino acid sequence, predict their likelihood of interaction. (1) The miRNA is hsa-miR-4310 with sequence GCAGCAUUCAUGUCCC. The protein sequence of the target gene is MKLGSSRAGPGRGSAGLLPGVHELPMGIPAPWGTSPLSFHRKCSLWAPGRPFLTLVLLVSIKQVTGSLLEETTRKWAQYKQACLRDLLKEPSGIFCNGTFDQYVCWPHSSPGNVSVPCPSYLPWWSEESSGRAYRHCLAQGTWQTIENATDIWQDDSECSENHSFKQNVDRYALLSTLQLMYTVGYSFSLISLFLALTLLLFLRKLHCTRNYIHMNLFASFILRTLAVLVKDVVFYNSYSKRPDNENGWMSYLSEMSTSCRSVQVLLHYFVGANYLWLLVEGLYLHTLLEPTVLPERRLW.... Result: 1 (interaction). (2) The miRNA is hsa-miR-4301 with sequence UCCCACUACUUCACUUGUGA. The protein sequence of the target gene is MSFAESGWRSALRRRGPGTPGPVARPSYSSFTQGDSWGEGEVDEEEGCDQVARDLRAEFSAGAWSEPRKRSVLPPDGNGSPVLPDKRNGIFPAAAGSRAQPRRWPVQVLSILCSLLFAILLAFLLAIAYLIVKELHAENLKNEDDVDTGLLGFWTLLIISLTAGFSCCSFSWTVTYFDSFEPGMFPPTPLSPARFKKLTGHSFHMGYSMAILNGIVAALTVAWCLM. Result: 1 (interaction). (3) The miRNA is hsa-miR-3065-5p with sequence UCAACAAAAUCACUGAUGCUGGA. Result: 0 (no interaction). The protein sequence of the target gene is MPSKKKKYNARFPPARIKKIMQTDEEIGKVAAAVPVIISRALELFLESLLKKACQVTQSRNAKTMTTSHLKQCIELEQQFDFLKDLVASVPDMQGDGEDNHMDGDKGARRGRKPGSGGRKNGGMGTKSKDKKLSGTDSEQEDESEDTDTDGEEETSQPPPQASHPSAHFQSPPTPFLPFASTLPLPPAPPGPSAPDEEDEEDYDS. (4) The miRNA is hsa-miR-324-5p with sequence CGCAUCCCCUAGGGCAUUGGUG. The protein sequence of the target gene is MDQRKNDSIVPSITQLEDFLTEHNSNVVWLLVATILSCGWIIYLTYYNSRNVGLILTLVLNRLYKHGYIHIGSFSFSVLSGKVMVREIYYITEDMSIRIQDGFIIFRWWKMYNPKQKQHDPKAETRLYITVNDFEFHVYNRSDLYGRLQELFGLEPTIIPPKKDDDKTRENGRTRTQSKIERVKVKTESQDPTSSWRSLIPVIKVNVSTGRLAFGNHYQPQTLCINFDDAFLTYTTKPPSSHLDQFMHIVKGKLENVRVMLVPSPRYVGLQNDEPPRLMGEGFVVLQSNDVDLYYYMDEP.... Result: 0 (no interaction). (5) The miRNA is hsa-miR-4424 with sequence AGAGUUAACUCAAAAUGGACUA. The protein sequence of the target gene is MTMDKSELVQKAKLAEQAERYDDMAAAMKAVTEQGHELSNEERNLLSVAYKNVVGARRSSWRVISSIEQKTERNEKKQQMGKEYREKIEAELQDICNDVLELLDKYLILNATQAESKVFYLKMKGDYFRYLSEVASGENKQTTVSNSQQAYQEAFEISKKEMQPTHPIRLGLALNFSVFYYEILNSPEKACSLAKTAFDEAIAELDTLNEESYKDSTLIMQLLRDNLTLWTSENQGDEGDAGEGEN. Result: 0 (no interaction). (6) The miRNA is cel-miR-1829a-3p with sequence CAACCAUUGGAAUUUCUCUAUU. The protein sequence of the target gene is MKPALLEVMRMNRICRMVLATCFGSFILVIFYFQSMLHPVMRRNPFGVDICCRKGSRSPLQELYNPIQLELSNTAILHQMRRDQVTDTCRANSAMSRKRRVLTPNDLKHLVVDEDHELIYCYVPKVACTNWKRLMMVLSGRGKYSDPMEIPANEAHVSANLKTLNQYSIPEINHRLKSYMKFLFVREPFERLVSAYRNKFTQKYNTSFHKRYGTKIIRRQRKNATQEALRKGDDVKFEEFVAYLIDPHTQREEPFNEHWQTVYSLCHPCHIHYDLVGKYETLEEDSNYVLQLAGVSGYLK.... Result: 0 (no interaction). (7) The miRNA is hsa-miR-6747-5p with sequence AGGGGUGUGGAAAGAGGCAGAACA. The protein sequence of the target gene is MSHHPSGLRAGFSSTSYRRTFGPPPSLSPGAFSYSSSSRFSSSRLLGSASPSSSVRLGSFRSPRAGAGALLRLPSERLDFSMAEALNQEFLATRSNEKQELQELNDRFANFIEKVRFLEQQNAALRGELSQARGQEPARADQLCQQELRELRRELELLGRERDRVQVERDGLAEDLAALKQRLEEETRKREDAEHNLVLFRKDVDDATLSRLELERKIESLMDEIEFLKKLHEEELRDLQVSVESQQVQQVEVEATVKPELTAALRDIRAQYESIAAKNLQEAEEWYKSKYADLSDAANR.... Result: 0 (no interaction). (8) The miRNA is hsa-miR-5582-5p with sequence UAGGCACACUUAAAGUUAUAGC. The protein sequence of the target gene is MTRDDALPDSHSAQTFYENYEPKEILGRGVSSVVRRCIHKPTCQEYAVKIIDITGGGSFSSEEVQELREATLKEVDILQKVSGHPNIIQLKDTYETNTFFFLVFDLMKRGELFDYLTEKVTLTEKETRKIMRALLEVICTLHKLNIVHRDLKPENILLDDNMNIKLTDFGFSCQLQPGEKLREVCGTPSYLAPEIIQCSMDDGHPGYGKEVDMWSTGVIMYTLLAGSPPFWHRKQMLMLRMIMDGKYQFGSPEWDDYSDTVKDLVSRFLVVQPQDRCSAEEALAHPFFQEYVVEEVRHFS.... Result: 0 (no interaction). (9) The protein sequence of the target gene is MSGSGRKDFDVKHILRLRWKLFSHPSPSTGGPAGGGCLQQDGSGSFEHWGPSQSRLLKSQERSGVSTFWKKPSSSSSSSSSPSSSSSSFNPLNGTLLPVATRLQQGAPGQGTQQPARTLFYVESLEEEVVPGMDFPGPHEKGLVLQELKVEPDNSSQATGEGCGHRLSSTGHSMTPQSDLDSSSSEEFYQAVHHAEQTFRKMESYLKQQQLCDVILIVGNRKIPAHRLVLSSVSDYFAAMFTSDVCEAKQEEIKMEGIDPNALWDLVQFAYTGCLELKEDTIENLLAAACLLQLPQVVEV.... The miRNA is hsa-miR-335-5p with sequence UCAAGAGCAAUAACGAAAAAUGU. Result: 1 (interaction).